From a dataset of NCI-60 drug combinations with 297,098 pairs across 59 cell lines. Regression. Given two drug SMILES strings and cell line genomic features, predict the synergy score measuring deviation from expected non-interaction effect. (1) Drug 1: C1=CC=C(C(=C1)C(C2=CC=C(C=C2)Cl)C(Cl)Cl)Cl. Drug 2: CN(CC1=CN=C2C(=N1)C(=NC(=N2)N)N)C3=CC=C(C=C3)C(=O)NC(CCC(=O)O)C(=O)O. Cell line: UO-31. Synergy scores: CSS=27.1, Synergy_ZIP=5.52, Synergy_Bliss=6.26, Synergy_Loewe=-43.8, Synergy_HSA=0.620. (2) Drug 1: CS(=O)(=O)C1=CC(=C(C=C1)C(=O)NC2=CC(=C(C=C2)Cl)C3=CC=CC=N3)Cl. Drug 2: CC1CCC2CC(C(=CC=CC=CC(CC(C(=O)C(C(C(=CC(C(=O)CC(OC(=O)C3CCCCN3C(=O)C(=O)C1(O2)O)C(C)CC4CCC(C(C4)OC)O)C)C)O)OC)C)C)C)OC. Cell line: NCI-H322M. Synergy scores: CSS=27.4, Synergy_ZIP=1.79, Synergy_Bliss=10.0, Synergy_Loewe=-19.6, Synergy_HSA=10.3.